This data is from Full USPTO retrosynthesis dataset with 1.9M reactions from patents (1976-2016). The task is: Predict the reactants needed to synthesize the given product. (1) Given the product [NH2:28][S:24]([C:21]1[CH:22]=[CH:23][C:18]2[O:17][N:16]=[C:15]([C:13]([NH:12][C:5]3[CH:4]=[CH:3][C:2]([Br:1])=[CH:11][C:6]=3[C:7]([OH:9])=[O:8])=[O:14])[C:19]=2[CH:20]=1)(=[O:26])=[O:25], predict the reactants needed to synthesize it. The reactants are: [Br:1][C:2]1[CH:3]=[CH:4][C:5]([NH:12][C:13]([C:15]2[C:19]3[CH:20]=[C:21]([S:24](Cl)(=[O:26])=[O:25])[CH:22]=[CH:23][C:18]=3[O:17][N:16]=2)=[O:14])=[C:6]([CH:11]=1)[C:7]([O:9]C)=[O:8].[NH3:28]. (2) Given the product [OH:9][C:4]1[C:3]([NH:2][C:20]2[C:21](=[O:25])[C:22](=[O:23])[C:19]=2[O:18][CH3:17])=[CH:8][N:7]=[CH:6][N:5]=1, predict the reactants needed to synthesize it. The reactants are: Cl.[NH2:2][C:3]1[C:4]([OH:9])=[N:5][CH:6]=[N:7][CH:8]=1.C(N(CC)CC)C.[CH3:17][O:18][C:19]1[C:20](=O)[C:21](=[O:25])[C:22]=1[O:23]C. (3) Given the product [F:19][CH:2]([F:1])[C:3]1[CH:8]=[CH:7][C:6]([C@@H:9]([NH2:11])[CH3:10])=[C:5]([F:18])[CH:4]=1, predict the reactants needed to synthesize it. The reactants are: [F:1][CH:2]([F:19])[C:3]1[CH:8]=[CH:7][C:6]([C@@H:9]([NH:11][S@@](C(C)(C)C)=O)[CH3:10])=[C:5]([F:18])[CH:4]=1.Cl.C(OCC)C. (4) Given the product [Cl:17][C:18]1[C:19]([O:55][CH2:54][CH2:53][C:47]2[CH:52]=[CH:51][CH:50]=[CH:49][CH:48]=2)=[CH:20][C:21]([F:33])=[C:22]([CH:32]=1)[C:23]([NH:25][S:26](=[O:31])(=[O:30])[N:27]([CH3:29])[CH3:28])=[O:24], predict the reactants needed to synthesize it. The reactants are: ClC1C(F)=CC(F)=C(C=1)C(NS(C)(=O)=O)=O.[Cl:17][C:18]1[C:19](F)=[CH:20][C:21]([F:33])=[C:22]([CH:32]=1)[C:23]([NH:25][S:26](=[O:31])(=[O:30])[N:27]([CH3:29])[CH3:28])=[O:24].C12(CO)CC3CC(CC(C3)C1)C2.[C:47]1([CH2:53][CH2:54][OH:55])[CH:52]=[CH:51][CH:50]=[CH:49][CH:48]=1.